Task: Regression. Given a peptide amino acid sequence and an MHC pseudo amino acid sequence, predict their binding affinity value. This is MHC class I binding data.. Dataset: Peptide-MHC class I binding affinity with 185,985 pairs from IEDB/IMGT (1) The peptide sequence is RVSRPTTVV. The MHC is HLA-A02:03 with pseudo-sequence HLA-A02:03. The binding affinity (normalized) is 0.570. (2) The peptide sequence is ERYPGGVSL. The MHC is HLA-A80:01 with pseudo-sequence HLA-A80:01. The binding affinity (normalized) is 0.0847.